This data is from Catalyst prediction with 721,799 reactions and 888 catalyst types from USPTO. The task is: Predict which catalyst facilitates the given reaction. Reactant: C(O[C:9]1([C:17]2C(O)=C[CH:20]=[C:21]([S:24]([C:27]3[CH:32]=[CH:31][C:30]([O:33][CH3:34])=[CH:29][CH:28]=3)(=[O:26])=[O:25])[C:22]=2[F:23])[CH:14]=[CH:13][C:12]([F:15])=[CH:11][CH:10]1O)C1C=CC=CC=1.[C:36]([OH:39])(=O)[CH3:37]. Product: [F:23][C:22]1[CH:17]=[C:9]([C:14]2[C:36]([OH:39])=[CH:37][CH:11]=[C:12]([F:15])[CH:13]=2)[CH:10]=[CH:20][C:21]=1[S:24]([C:27]1[CH:32]=[CH:31][C:30]([O:33][CH3:34])=[CH:29][CH:28]=1)(=[O:25])=[O:26]. The catalyst class is: 45.